Task: Predict the reactants needed to synthesize the given product.. Dataset: Full USPTO retrosynthesis dataset with 1.9M reactions from patents (1976-2016) (1) Given the product [NH2:52][C:48]1[N:47]=[C:46]([C:45]2[S:44][C:43]([C:53]([CH3:54])([CH3:56])[CH3:55])=[N:42][C:41]=2[C:37]2[C:36]([F:57])=[C:35]([NH:34][S:63]([C:60]3[CH:61]=[CH:62][O:58][CH:59]=3)(=[O:65])=[O:64])[CH:40]=[CH:39][CH:38]=2)[CH:51]=[CH:50][N:49]=1, predict the reactants needed to synthesize it. The reactants are: ClC1N=C(C2SC(C(C)C)=NC=2C2C=C(NS(C3C(F)=CC=CC=3F)(=O)=O)C=CC=2)C=CN=1.[NH2:34][C:35]1[C:36]([F:57])=[C:37]([C:41]2[N:42]=[C:43]([C:53]([CH3:56])([CH3:55])[CH3:54])[S:44][C:45]=2[C:46]2[CH:51]=[CH:50][N:49]=[C:48]([NH2:52])[N:47]=2)[CH:38]=[CH:39][CH:40]=1.[O:58]1[CH:62]=[CH:61][C:60]([S:63](Cl)(=[O:65])=[O:64])=[CH:59]1. (2) Given the product [F:12][C:13]1[CH:18]=[CH:17][C:16]([N+:19]([O-:21])=[O:20])=[CH:15][C:14]=1[C:22]([CH3:23])=[CH2:1], predict the reactants needed to synthesize it. The reactants are: [CH3:1][Si]([N-][Si](C)(C)C)(C)C.[K+].[Br-].[F:12][C:13]1[CH:18]=[CH:17][C:16]([N+:19]([O-:21])=[O:20])=[CH:15][C:14]=1[C:22](=O)[CH3:23]. (3) The reactants are: [CH2:1]([O:3][CH:4]1[CH2:9][CH2:8][CH:7]([NH2:10])[CH2:6][CH2:5]1)[CH3:2].[Cl:11][C:12]1[N:20]=[C:19]2[C:15]([NH:16][CH:17]=[N:18]2)=[C:14](Cl)[N:13]=1. Given the product [Cl:11][C:12]1[N:20]=[C:19]2[C:15]([N:16]=[CH:17][NH:18]2)=[C:14]([NH:10][CH:7]2[CH2:8][CH2:9][CH:4]([O:3][CH2:1][CH3:2])[CH2:5][CH2:6]2)[N:13]=1, predict the reactants needed to synthesize it. (4) Given the product [Cl:1][C:2]1[CH:9]=[CH:8][C:5]([CH2:6][Cl:14])=[C:4]([O:10][CH3:11])[CH:3]=1, predict the reactants needed to synthesize it. The reactants are: [Cl:1][C:2]1[CH:9]=[CH:8][C:5]([CH2:6]O)=[C:4]([O:10][CH3:11])[CH:3]=1.S(Cl)([Cl:14])=O. (5) Given the product [CH:1]1([CH2:11][O:12][C:13]2[C:28]([CH:29]3[CH2:30][CH2:31]3)=[CH:27][C:16]([C:17]([NH:19][S:20]([CH2:23][CH2:24][OH:25])(=[O:21])=[O:22])=[O:18])=[C:15]([F:32])[CH:14]=2)[CH2:2][CH2:3][CH2:9][CH2:7][CH2:8]1, predict the reactants needed to synthesize it. The reactants are: [C:1]12([CH2:11][O:12][C:13]3[C:28]([CH:29]4[CH2:31][CH2:30]4)=[CH:27][C:16]([C:17]([NH:19][S:20]([CH2:23][CH2:24][O:25]C)(=[O:22])=[O:21])=[O:18])=[C:15]([F:32])[CH:14]=3)CC3C[CH:7]([CH2:9][CH:3](C3)[CH2:2]1)[CH2:8]2.C1(COC2C(C3CC3)=CC(C(NS(CCOC)(=O)=O)=O)=C(F)C=2)CCCCC1. (6) The reactants are: C[Mg]I.[Mg].[CH3:5]I.[Br:7][C:8]1[CH:15]=[CH:14][C:11]([CH:12]=[O:13])=[C:10]([F:16])[CH:9]=1. Given the product [Br:7][C:8]1[CH:15]=[CH:14][C:11]([CH:12]([OH:13])[CH3:5])=[C:10]([F:16])[CH:9]=1, predict the reactants needed to synthesize it. (7) Given the product [F:21][C:22]1[CH:27]=[C:26]([F:28])[CH:25]=[CH:24][C:23]=1[S:29]([C:4]1([CH2:7][O:8][C:9]2[CH:18]=[CH:17][CH:16]=[C:15]3[C:10]=2[C:11]([NH2:20])=[N:12][C:13]([NH2:19])=[N:14]3)[CH2:5][CH2:6][NH:1][CH2:2][CH2:3]1)(=[O:31])=[O:30], predict the reactants needed to synthesize it. The reactants are: [NH:1]1[CH2:6][CH2:5][CH:4]([CH2:7][O:8][C:9]2[CH:18]=[CH:17][CH:16]=[C:15]3[C:10]=2[C:11]([NH2:20])=[N:12][C:13]([NH2:19])=[N:14]3)[CH2:3][CH2:2]1.[F:21][C:22]1[CH:27]=[C:26]([F:28])[CH:25]=[CH:24][C:23]=1[S:29](Cl)(=[O:31])=[O:30]. (8) Given the product [F:1][C:2]([F:13])([F:12])[C:3]1[CH:4]=[C:5]([CH:6]=[CH:7][CH:8]=1)[O:14][N:15]1[C:16](=[O:25])[C:17]2=[CH:24][CH:23]=[CH:22][CH:21]=[C:18]2[C:19]1=[O:20], predict the reactants needed to synthesize it. The reactants are: [F:1][C:2]([F:13])([F:12])[C:3]1[CH:4]=[C:5](B(O)O)[CH:6]=[CH:7][CH:8]=1.[OH:14][N:15]1[C:19](=[O:20])[C:18]2=[CH:21][CH:22]=[CH:23][CH:24]=[C:17]2[C:16]1=[O:25]. (9) Given the product [Cl:8][C:9]1[CH:10]=[CH:11][C:12]2[O:16][C:15]([CH:17]3[CH2:18][CH2:19][CH:20]([CH3:30])[NH:21][CH2:22]3)=[N:14][C:13]=2[CH:31]=1, predict the reactants needed to synthesize it. The reactants are: Cl.CCOC(C)=O.[Cl:8][C:9]1[CH:10]=[CH:11][C:12]2[O:16][C:15]([CH:17]3[CH2:22][N:21](C(OC(C)(C)C)=O)[CH:20]([CH3:30])[CH2:19][CH2:18]3)=[N:14][C:13]=2[CH:31]=1.